This data is from Catalyst prediction with 721,799 reactions and 888 catalyst types from USPTO. The task is: Predict which catalyst facilitates the given reaction. (1) Reactant: Cl[C:2]1[N:7]=[CH:6][N:5]=[C:4]([NH2:8])[CH:3]=1.C(N(C(C)C)CC)(C)C.[NH:18]1[CH2:23][CH2:22][S:21](=[O:25])(=[O:24])[CH2:20][CH2:19]1. Product: [O:24]=[S:21]1(=[O:25])[CH2:22][CH2:23][N:18]([C:2]2[N:7]=[CH:6][N:5]=[C:4]([NH2:8])[CH:3]=2)[CH2:19][CH2:20]1. The catalyst class is: 51. (2) Reactant: [O:1]=[C:2]1[N:6]([CH2:7][C:8]2[CH:13]=[CH:12][CH:11]=[CH:10][CH:9]=2)[CH2:5][C:4](=[O:14])[N:3]1[CH2:15][C:16]([O:18]CC1C=CC=CC=1)=[O:17].O.[OH-].[Li+].C(=O)([O-])O.[Na+]. Product: [O:1]=[C:2]1[N:6]([CH2:7][C:8]2[CH:13]=[CH:12][CH:11]=[CH:10][CH:9]=2)[CH2:5][C:4](=[O:14])[N:3]1[CH2:15][C:16]([OH:18])=[O:17]. The catalyst class is: 20. (3) Reactant: [Br:1][C:2]1[CH:7]=[CH:6][C:5]([C:8]2[CH2:12][CH:11]([CH2:13][OH:14])[O:10][N:9]=2)=[CH:4][C:3]=1[F:15].C(N(CC)CC)C.[Si:23](Cl)([C:26]([CH3:29])([CH3:28])[CH3:27])([CH3:25])[CH3:24]. Product: [Br:1][C:2]1[CH:7]=[CH:6][C:5]([C:8]2[CH2:12][CH:11]([CH2:13][O:14][Si:23]([C:26]([CH3:29])([CH3:28])[CH3:27])([CH3:25])[CH3:24])[O:10][N:9]=2)=[CH:4][C:3]=1[F:15]. The catalyst class is: 112. (4) Reactant: [CH2:1]([N:4]1[C:8]([C:9]2[NH:13][CH:12]=[N:11][N:10]=2)=[CH:7][C:6]([C:14]2[C:19]([CH3:20])=[CH:18][N:17]=[C:16]([NH:21][C:22]([CH:24]3[CH2:26][CH2:25]3)=[O:23])[CH:15]=2)=[CH:5]1)[CH:2]=[CH2:3]. Product: [CH3:20][C:19]1[C:14]([C:6]2[CH:7]=[C:8]([C:9]3[NH:13][CH:12]=[N:11][N:10]=3)[N:4]([CH2:1][CH2:2][CH3:3])[CH:5]=2)=[CH:15][C:16]([NH:21][C:22]([CH:24]2[CH2:26][CH2:25]2)=[O:23])=[N:17][CH:18]=1. The catalyst class is: 50. (5) Reactant: [OH:1][CH2:2][C:3]12[N:10]([C:11]([O:13][CH:14]([CH3:16])[CH3:15])=[O:12])[CH:7]([CH2:8][CH2:9]1)[CH2:6][O:5][CH2:4]2.[CH3:17]C(OI1(OC(C)=O)(OC(C)=O)OC(=O)C2C=CC=CC1=2)=O. Product: [CH:2]([C:3]12[N:10]([C:11]([O:13][C:14]([CH3:17])([CH3:16])[CH3:15])=[O:12])[CH:7]([CH2:8][CH2:9]1)[CH2:6][O:5][CH2:4]2)=[O:1]. The catalyst class is: 2. (6) Reactant: [F:1][C:2]1[CH:3]=[C:4]([N:19]2[CH2:23][C@H:22]([CH2:24][NH:25][C:26](=[O:28])[CH3:27])[O:21][C:20]2=[O:29])[CH:5]=[C:6]([F:18])[C:7]=1[N:8]1[CH2:13][CH2:12][N:11]([C:14](=[O:17])[CH2:15][OH:16])[CH2:10][CH2:9]1.C1C=C([O:36]O)C(C(O)=O)=C(C(O)=O)C=1. Product: [F:18][C:6]1[CH:5]=[C:4]([N:19]2[CH2:23][C@@H:22]([CH2:24][NH+:25]([O-:36])[C:26](=[O:28])[CH3:27])[O:21][C:20]2=[O:29])[CH:3]=[C:2]([F:1])[C:7]=1[N:8]1[CH2:13][CH2:12][N:11]([C:14](=[O:17])[CH2:15][OH:16])[CH2:10][CH2:9]1. The catalyst class is: 5. (7) The catalyst class is: 1. Reactant: [Cl:1][C:2]1[CH:7]=[CH:6][C:5]([C:8]2[S:12][C:11]([NH:13][C:14]([N:16]3[CH2:19][CH:18]([O:20][Si](C(C)(C)C)(C4C=CC=CC=4)C4C=CC=CC=4)[CH2:17]3)=[O:15])=[N:10][C:9]=2[CH3:38])=[CH:4][C:3]=1[S:39]([CH3:42])(=[O:41])=[O:40].[F-].C([N+](CCCC)(CCCC)CCCC)CCC. Product: [Cl:1][C:2]1[CH:7]=[CH:6][C:5]([C:8]2[S:12][C:11]([NH:13][C:14]([N:16]3[CH2:17][CH:18]([OH:20])[CH2:19]3)=[O:15])=[N:10][C:9]=2[CH3:38])=[CH:4][C:3]=1[S:39]([CH3:42])(=[O:41])=[O:40].